This data is from Forward reaction prediction with 1.9M reactions from USPTO patents (1976-2016). The task is: Predict the product of the given reaction. (1) Given the reactants [Br:1][C:2]1[C:15]2[C:6](=[C:7]3[C:12](=[C:13]([NH2:16])[N:14]=2)[CH:11]=[CH:10][CH:9]=[CH:8]3)[CH:5]=[CH:4][CH:3]=1.Cl[CH2:18][CH:19]=O.C([O-])(O)=O.[Na+], predict the reaction product. The product is: [Br:1][C:2]1[C:15]2[N:14]3[CH:18]=[CH:19][N:16]=[C:13]3[C:12]3[CH:11]=[CH:10][CH:9]=[CH:8][C:7]=3[C:6]=2[CH:5]=[CH:4][CH:3]=1. (2) Given the reactants [Cl:1][C:2]1[N:7]=[C:6](Cl)[C:5]([N+:9]([O-:11])=[O:10])=[CH:4][N:3]=1.[CH2:12]([NH2:17])[C:13]([CH3:16])([CH3:15])[CH3:14].C(N(C(C)C)CC)(C)C, predict the reaction product. The product is: [Cl:1][C:2]1[N:7]=[C:6]([NH:17][CH2:12][C:13]([CH3:16])([CH3:15])[CH3:14])[C:5]([N+:9]([O-:11])=[O:10])=[CH:4][N:3]=1. (3) Given the reactants [Si:1]([O:18][CH2:19][CH2:20][CH2:21][C:22](=[O:44])[CH2:23][CH2:24][CH2:25][O:26][Si:27]([C:40]([CH3:43])([CH3:42])[CH3:41])([C:34]1[CH:39]=[CH:38][CH:37]=[CH:36][CH:35]=1)[C:28]1[CH:33]=[CH:32][CH:31]=[CH:30][CH:29]=1)([C:14]([CH3:17])([CH3:16])[CH3:15])([C:8]1[CH:13]=[CH:12][CH:11]=[CH:10][CH:9]=1)[C:2]1[CH:7]=[CH:6][CH:5]=[CH:4][CH:3]=1.C[Si](C)(C)[O:47][C:48]([CH3:50])=[CH2:49], predict the reaction product. The product is: [Si:1]([O:18][CH2:19][CH2:20][CH2:21][C:22]([CH2:23][CH2:24][CH2:25][O:26][Si:27]([C:40]([CH3:43])([CH3:42])[CH3:41])([C:34]1[CH:35]=[CH:36][CH:37]=[CH:38][CH:39]=1)[C:28]1[CH:29]=[CH:30][CH:31]=[CH:32][CH:33]=1)([OH:44])[CH2:49][C:48](=[O:47])[CH3:50])([C:14]([CH3:15])([CH3:16])[CH3:17])([C:8]1[CH:13]=[CH:12][CH:11]=[CH:10][CH:9]=1)[C:2]1[CH:3]=[CH:4][CH:5]=[CH:6][CH:7]=1. (4) The product is: [Cl:1][C:2]1[C:7]([Cl:8])=[C:6]([F:9])[CH:5]=[CH:4][C:3]=1[C:10]([N:12]1[CH2:17][CH2:16][N:15]2[C:36]([C:35]3[S:31][N:32]=[CH:33][N:34]=3)=[N:38][N:39]=[C:14]2[CH2:13]1)=[O:11]. Given the reactants [Cl:1][C:2]1[C:7]([Cl:8])=[C:6]([F:9])[CH:5]=[CH:4][C:3]=1[C:10]([N:12]1[CH2:17][CH2:16][NH:15][C:14](=O)[CH2:13]1)=[O:11].F[B-](F)(F)F.C([O+](CC)CC)C.[S:31]1[C:35]([C:36]([NH:38][NH2:39])=O)=[N:34][CH:33]=[N:32]1.ClCCl.CO, predict the reaction product. (5) Given the reactants Br[CH2:2][C:3]1[C:4]([C:16]2[CH:21]=[CH:20][CH:19]=[CH:18][CH:17]=2)=[N:5][C:6]2[C:11]([C:12]=1[C:13]([O-:15])=[O:14])=[CH:10][CH:9]=[CH:8][CH:7]=2.[N-:22]=[N+:23]=[N-:24].[Na+].[CH2:26]1COCC1.CN(C=O)C, predict the reaction product. The product is: [N:22]([CH2:2][C:3]1[C:4]([C:16]2[CH:21]=[CH:20][CH:19]=[CH:18][CH:17]=2)=[N:5][C:6]2[C:11]([C:12]=1[C:13]([O:15][CH3:26])=[O:14])=[CH:10][CH:9]=[CH:8][CH:7]=2)=[N+:23]=[N-:24]. (6) The product is: [Cl:18][C:11]1[C:12]([C:14]([F:17])([F:16])[F:15])=[CH:13][C:8]2[N:7]=[C:22]([C:23]3[CH:28]=[CH:27][CH:26]=[C:25]([C:29]4[CH:34]=[N:33][CH:32]=[CH:31][N:30]=4)[CH:24]=3)[CH2:21][C:20](=[O:36])[NH:19][C:9]=2[CH:10]=1. Given the reactants C(OC(=O)[NH:7][C:8]1[CH:13]=[C:12]([C:14]([F:17])([F:16])[F:15])[C:11]([Cl:18])=[CH:10][C:9]=1[NH:19][C:20](=[O:36])[CH2:21][C:22](=O)[C:23]1[CH:28]=[CH:27][CH:26]=[C:25]([C:29]2[CH:34]=[N:33][CH:32]=[CH:31][N:30]=2)[CH:24]=1)(C)(C)C.C(O)(C(F)(F)F)=O, predict the reaction product. (7) Given the reactants [OH:1][C:2]1[C:11](=[O:12])[C:10]2[C:5](=[CH:6][C:7]([I:13])=[CH:8][CH:9]=2)[O:4][C:3]=1[C:14]1[CH:19]=[C:18]([O:20][CH3:21])[C:17]([O:22][CH2:23][C:24]2[CH:29]=[CH:28][CH:27]=[CH:26][CH:25]=2)=[C:16]([O:30][CH3:31])[CH:15]=1.C(=O)([O-])[O-].[K+].[K+].[I-].[K+].[CH2:40](Cl)[C:41]1[CH:46]=[CH:45][CH:44]=[CH:43][CH:42]=1, predict the reaction product. The product is: [CH2:40]([O:1][C:2]1[C:11](=[O:12])[C:10]2[C:5](=[CH:6][C:7]([I:13])=[CH:8][CH:9]=2)[O:4][C:3]=1[C:14]1[CH:15]=[C:16]([O:30][CH3:31])[C:17]([O:22][CH2:23][C:24]2[CH:25]=[CH:26][CH:27]=[CH:28][CH:29]=2)=[C:18]([O:20][CH3:21])[CH:19]=1)[C:41]1[CH:46]=[CH:45][CH:44]=[CH:43][CH:42]=1.